Dataset: Full USPTO retrosynthesis dataset with 1.9M reactions from patents (1976-2016). Task: Predict the reactants needed to synthesize the given product. (1) Given the product [Cl:15][C:11]1[CH:10]=[C:9]2[C:14]([C:6]([NH:5][C:3](=[O:4])[CH2:2][NH:21][CH2:20][CH2:19][CH2:18][N:17]([CH3:22])[CH3:16])=[N:7][NH:8]2)=[CH:13][CH:12]=1, predict the reactants needed to synthesize it. The reactants are: Cl[CH2:2][C:3]([NH:5][C:6]1[C:14]2[C:9](=[CH:10][C:11]([Cl:15])=[CH:12][CH:13]=2)[NH:8][N:7]=1)=[O:4].[CH3:16][N:17]([CH3:22])[CH2:18][CH2:19][CH2:20][NH2:21]. (2) Given the product [N:17]1[CH:18]=[CH:19][C:14]([N:11]2[CH2:10][CH2:9][CH:8]([NH2:7])[CH2:13][CH2:12]2)=[N:15][CH:16]=1, predict the reactants needed to synthesize it. The reactants are: C(OC(=O)[NH:7][CH:8]1[CH2:13][CH2:12][N:11]([C:14]2[CH:19]=[CH:18][N:17]=[CH:16][N:15]=2)[CH2:10][CH2:9]1)(C)(C)C.Cl.